This data is from hERG Central: cardiac toxicity at 1µM, 10µM, and general inhibition. The task is: Predict hERG channel inhibition at various concentrations. (1) The compound is CC(C)(C)c1ccc(C(=O)NC2CCN(Cc3ccccc3)CC2)cc1. Results: hERG_inhib (hERG inhibition (general)): blocker. (2) The compound is COc1ccc2cc3cc(C(=O)NCCN4CCc5ccccc5C4)oc3nc2c1. Results: hERG_inhib (hERG inhibition (general)): blocker. (3) The drug is CCN(CC)CCNc1nc(-n2nc(C)cc2C)nc2sc3c(c12)CC(C)(C)OC3. Results: hERG_inhib (hERG inhibition (general)): blocker. (4) The compound is CC1(C)C(=O)Nc2ccccc2N1C(=O)COC(=O)Cc1c(F)cccc1Cl. Results: hERG_inhib (hERG inhibition (general)): blocker. (5) The molecule is CC(C)(C)c1ccc(C(=O)N2CCN(CCNC(=O)C(=O)NCc3ccccc3)CC2)cc1. Results: hERG_inhib (hERG inhibition (general)): blocker. (6) The molecule is COc1ccc(/C=N/NC(=O)c2ccccc2OCc2ccccc2)c(OC)c1. Results: hERG_inhib (hERG inhibition (general)): blocker. (7) The molecule is c1ccc(SCc2cn(C[C@H]3CC[C@@H]([C@@H]4CC[C@H](Cn5cc(CSc6ccccc6)nn5)O4)O3)nn2)cc1. Results: hERG_inhib (hERG inhibition (general)): blocker. (8) The drug is O=C(CNC(=S)N(CCCN1CCOCC1)Cc1cccs1)NCc1ccccc1. Results: hERG_inhib (hERG inhibition (general)): blocker. (9) The drug is O=C(N/N=C/c1cccc([N+](=O)[O-])c1)C(=O)N1CCCCCC1. Results: hERG_inhib (hERG inhibition (general)): blocker. (10) The molecule is Clc1ccc(-c2cn(-c3ccccc3)c3[n+]2CCS3)cc1.[Br-]. Results: hERG_inhib (hERG inhibition (general)): blocker.